From a dataset of Full USPTO retrosynthesis dataset with 1.9M reactions from patents (1976-2016). Predict the reactants needed to synthesize the given product. (1) Given the product [Cl:37][C:22]1[C:23]([NH:25][C@@H:26]2[CH2:31][CH2:30][CH2:29][CH2:28][C@H:27]2[NH:32][S:33]([CH3:36])(=[O:35])=[O:34])=[N:24][C:19]([NH:17][C:9]2[CH:10]=[CH:11][C:12]3[CH2:13][CH:14]4[N:5]([CH2:4][CH2:3][O:2][CH3:1])[CH:6]([CH2:16][CH2:15]4)[C:7]=3[CH:8]=2)=[N:20][CH:21]=1, predict the reactants needed to synthesize it. The reactants are: [CH3:1][O:2][CH2:3][CH2:4][N:5]1[CH:14]2[CH2:15][CH2:16][CH:6]1[C:7]1[CH:8]=[C:9]([NH2:17])[CH:10]=[CH:11][C:12]=1[CH2:13]2.Cl[C:19]1[N:24]=[C:23]([NH:25][C@@H:26]2[CH2:31][CH2:30][CH2:29][CH2:28][C@H:27]2[NH:32][S:33]([CH3:36])(=[O:35])=[O:34])[C:22]([Cl:37])=[CH:21][N:20]=1. (2) Given the product [CH3:2][O:3][C:4]1[CH:5]=[C:6]([C:12]2[C:13]([CH3:25])([CH3:24])[C:14](=[O:23])[N:15]([CH:17]3[CH2:22][CH2:21][N:20]([S:34]([C:29]4[CH:30]=[CH:31][CH:32]=[CH:33][C:28]=4[C:26]#[N:27])(=[O:36])=[O:35])[CH2:19][CH2:18]3)[N:16]=2)[CH:7]=[CH:8][C:9]=1[O:10][CH3:11], predict the reactants needed to synthesize it. The reactants are: Cl.[CH3:2][O:3][C:4]1[CH:5]=[C:6]([C:12]2[C:13]([CH3:25])([CH3:24])[C:14](=[O:23])[N:15]([CH:17]3[CH2:22][CH2:21][NH:20][CH2:19][CH2:18]3)[N:16]=2)[CH:7]=[CH:8][C:9]=1[O:10][CH3:11].[C:26]([C:28]1[CH:33]=[CH:32][CH:31]=[CH:30][C:29]=1[S:34](Cl)(=[O:36])=[O:35])#[N:27]. (3) Given the product [CH3:1][O:2][C:3](=[O:21])[C:4]1[CH:9]=[C:8]([N:10]2[CH2:15][CH2:14][S:13][CH2:12][CH2:11]2)[C:7]([C:16]([F:17])([F:18])[F:19])=[CH:6][C:5]=1[N:20]=[C:22]=[O:23], predict the reactants needed to synthesize it. The reactants are: [CH3:1][O:2][C:3](=[O:21])[C:4]1[CH:9]=[C:8]([N:10]2[CH2:15][CH2:14][S:13][CH2:12][CH2:11]2)[C:7]([C:16]([F:19])([F:18])[F:17])=[CH:6][C:5]=1[NH2:20].[C:22](Cl)(Cl)=[O:23]. (4) Given the product [F:27][CH:2]([F:1])[C:3]1([C:19]2[CH:24]=[CH:23][CH:22]=[C:21]([F:25])[C:20]=2[CH3:26])[CH:9]2[CH:7]([CH2:8]2)[O:6][C:5]([NH2:10])=[N:4]1, predict the reactants needed to synthesize it. The reactants are: [F:1][CH:2]([F:27])[C:3]1([C:19]2[CH:24]=[CH:23][CH:22]=[C:21]([F:25])[C:20]=2[CH3:26])[CH:9]2[CH:7]([CH2:8]2)[O:6][C:5]([NH:10]C(=O)C2C=CC=CC=2)=[N:4]1.N12CCCN=C1CCCCC2. (5) Given the product [C:1]([O:5][C:6]([N:8]1[CH2:13][CH2:12][CH:11]([N:14]([C:15]2[CH:20]=[CH:19][C:18]([F:21])=[C:17]([F:22])[CH:16]=2)[CH2:25][C:26]2[CH:31]=[CH:30][N:29]=[C:28]([C:32]3[CH:37]=[C:36]([O:38][CH3:39])[C:35]([O:40][CH3:41])=[C:34]([O:42][CH3:43])[CH:33]=3)[CH:27]=2)[CH2:10][CH2:9]1)=[O:7])([CH3:4])([CH3:3])[CH3:2], predict the reactants needed to synthesize it. The reactants are: [C:1]([O:5][C:6]([N:8]1[CH2:13][CH2:12][CH:11]([NH:14][C:15]2[CH:20]=[CH:19][C:18]([F:21])=[C:17]([F:22])[CH:16]=2)[CH2:10][C:9]1=O)=[O:7])([CH3:4])([CH3:3])[CH3:2].Cl[CH2:25][C:26]1[CH:31]=[CH:30][N:29]=[C:28]([C:32]2[CH:37]=[C:36]([O:38][CH3:39])[C:35]([O:40][CH3:41])=[C:34]([O:42][CH3:43])[CH:33]=2)[CH:27]=1. (6) The reactants are: [CH:1]1([CH:7]([C:9]2[C:10]([CH3:25])=[N:11][N:12]([C:14]3[CH:19]=[CH:18][C:17]([O:20][C:21]([F:24])([F:23])[F:22])=[CH:16][CH:15]=3)[CH:13]=2)O)[CH2:6][CH2:5][CH2:4][CH2:3][CH2:2]1.[NH2:26][C:27]1[CH:32]=[CH:31][C:30]([C:33]([N:35]([CH3:43])[CH2:36][CH2:37][C:38]([O:40]CC)=[O:39])=[O:34])=[CH:29][CH:28]=1. Given the product [CH:1]1([CH:7]([NH:26][C:27]2[CH:28]=[CH:29][C:30]([C:33]([N:35]([CH3:43])[CH2:36][CH2:37][C:38]([OH:40])=[O:39])=[O:34])=[CH:31][CH:32]=2)[C:9]2[C:10]([CH3:25])=[N:11][N:12]([C:14]3[CH:19]=[CH:18][C:17]([O:20][C:21]([F:24])([F:23])[F:22])=[CH:16][CH:15]=3)[CH:13]=2)[CH2:6][CH2:5][CH2:4][CH2:3][CH2:2]1, predict the reactants needed to synthesize it.